Dataset: Forward reaction prediction with 1.9M reactions from USPTO patents (1976-2016). Task: Predict the product of the given reaction. (1) Given the reactants [CH3:1][C:2]1[N:7]=[CH:6][C:5]([CH2:8][CH2:9][C:10]2[C:19]3[C:14](=[CH:15][CH:16]=[CH:17][CH:18]=3)[C:13](=O)[NH:12][CH:11]=2)=[CH:4][CH:3]=1.P(Cl)(Cl)([Cl:23])=O.Cl.O.N, predict the reaction product. The product is: [Cl:23][C:13]1[C:14]2[C:19](=[CH:18][CH:17]=[CH:16][CH:15]=2)[C:10]([CH2:9][CH2:8][C:5]2[CH:6]=[N:7][C:2]([CH3:1])=[CH:3][CH:4]=2)=[CH:11][N:12]=1. (2) Given the reactants [Cl:1][C:2]1[CH:16]=[CH:15][C:5]([O:6][C:7]2[CH:8]=[C:9]([CH2:13][NH2:14])[CH:10]=[CH:11][CH:12]=2)=[CH:4][CH:3]=1.[CH:17](=O)[CH2:18][CH2:19][CH3:20], predict the reaction product. The product is: [Cl:1][C:2]1[CH:16]=[CH:15][C:5]([O:6][C:7]2[CH:8]=[C:9]([CH:10]=[CH:11][CH:12]=2)[CH2:13][NH:14][CH2:17][CH2:18][CH2:19][CH3:20])=[CH:4][CH:3]=1.